This data is from Full USPTO retrosynthesis dataset with 1.9M reactions from patents (1976-2016). The task is: Predict the reactants needed to synthesize the given product. Given the product [N:1]1([C:10]2[S:14][C:13]([C:15]([O:17][CH3:18])=[O:16])=[C:12]([NH:34][C:33]([O:35][CH2:36][C:37]3[CH:42]=[CH:41][CH:40]=[CH:39][CH:38]=3)=[O:43])[CH:11]=2)[C:5]2[CH:6]=[CH:7][CH:8]=[CH:9][C:4]=2[N:3]=[CH:2]1, predict the reactants needed to synthesize it. The reactants are: [N:1]1([C:10]2[S:14][C:13]([C:15]([O:17][CH3:18])=[O:16])=[C:12](OS(C(F)(F)F)(=O)=O)[CH:11]=2)[C:5]2[CH:6]=[CH:7][CH:8]=[CH:9][C:4]=2[N:3]=[CH:2]1.C(=O)([O-])[O-].[Cs+].[Cs+].[C:33](=[O:43])([O:35][CH2:36][C:37]1[CH:42]=[CH:41][CH:40]=[CH:39][CH:38]=1)[NH2:34].